From a dataset of Forward reaction prediction with 1.9M reactions from USPTO patents (1976-2016). Predict the product of the given reaction. (1) Given the reactants [Li+].[CH3:2][Si]([N-][Si](C)(C)C)(C)C.[CH3:11][C:12]1([CH3:19])[S:16][CH:15]([CH3:17])[C:14](=[O:18])[O:13]1.O([CH2:28][CH2:29][CH2:30][CH2:31][CH2:32][CH2:33][CH2:34]C)S(C(F)(F)F)(=O)=O.Cl, predict the reaction product. The product is: [CH3:11][C:12]1([CH3:19])[S:16][C:15]([CH3:2])([CH2:17][CH2:28][CH2:29][CH2:30][CH2:31][CH2:32][CH2:33][CH3:34])[C:14](=[O:18])[O:13]1. (2) Given the reactants [CH3:1][CH2:2][N:3]([CH2:6][C:7]([NH:9][C:10]1[C:11]([CH3:17])=[CH:12][CH:13]=[CH:14][C:15]=1[CH3:16])=[O:8])[CH2:4][CH3:5].Cl.[Na].[CH3:20][CH2:21][CH2:22][CH2:23][CH:24]([CH2:27][O:28][C:29]([CH2:31][CH:32]([S:44]([OH:47])(=[O:46])=[O:45])[C:33]([O:35][CH2:36][CH:37]([CH2:40][CH2:41][CH2:42][CH3:43])[CH2:38][CH3:39])=[O:34])=[O:30])[CH2:25][CH3:26].[Na+].[Cl-].C(Cl)(Cl)Cl, predict the reaction product. The product is: [CH3:5][CH2:4][N:3]([CH2:6][C:7]([NH:9][C:10]1[C:15]([CH3:16])=[CH:14][CH:13]=[CH:12][C:11]=1[CH3:17])=[O:8])[CH2:2][CH3:1].[CH3:20][CH2:21][CH2:22][CH2:23][CH:24]([CH2:27][O:28][C:29]([CH2:31][CH:32]([S:44]([OH:47])(=[O:46])=[O:45])[C:33]([O:35][CH2:36][CH:37]([CH2:40][CH2:41][CH2:42][CH3:43])[CH2:38][CH3:39])=[O:34])=[O:30])[CH2:25][CH3:26]. (3) The product is: [CH3:42][O:41][C:37]1[CH:36]=[C:35]2[C:40]([C:31]([O:30][CH2:29][C:28]3[N:24]4[N:25]=[C:20]([C:16]5[S:15][CH:19]=[CH:18][CH:17]=5)[CH:21]=[N:22][C:23]4=[N:26][N:27]=3)=[CH:32][CH:33]=[N:34]2)=[CH:39][CH:38]=1. Given the reactants N(C1N=NC(C2C=CC=CC=2)=CN=1)N.[S:15]1[CH:19]=[CH:18][CH:17]=[C:16]1[C:20]1[N:25]=[N:24][C:23]([NH:26][NH:27][C:28](=O)[CH2:29][O:30][C:31]2[C:40]3[C:35](=[CH:36][C:37]([O:41][CH3:42])=[CH:38][CH:39]=3)[N:34]=[CH:33][CH:32]=2)=[N:22][CH:21]=1.N1C2C(=CC(CC(O)=O)=CC=2)C=CC=1.COC1C=C2C(C(OCC(O)=O)=CC=N2)=CC=1, predict the reaction product. (4) Given the reactants [NH2:1][C:2]1[S:3][C:4]2[C:10](=[O:11])[CH2:9][CH:8]([CH3:12])[CH2:7][C:5]=2[N:6]=1.[CH2:13]([C:16]1[CH:21]=[CH:20][C:19]([S:22](Cl)(=[O:24])=[O:23])=[CH:18][CH:17]=1)[CH2:14][CH3:15], predict the reaction product. The product is: [CH3:12][CH:8]1[CH2:7][C:5]2[N:6]=[C:2]([NH:1][S:22]([C:19]3[CH:20]=[CH:21][C:16]([CH2:13][CH2:14][CH3:15])=[CH:17][CH:18]=3)(=[O:24])=[O:23])[S:3][C:4]=2[C:10](=[O:11])[CH2:9]1. (5) Given the reactants Br[C:2]1[CH:7]=[CH:6][C:5]([CH:8]2[O:12][CH2:11][CH2:10][O:9]2)=[C:4]([F:13])[CH:3]=1.II.[CH2:16]1O[CH2:17]1.[NH4+].[Cl-].C1C=CC(P(C2C=CC=CC=2)C2C=CC=CC=2)=CC=1.[F:40][C:41]([F:50])([F:49])[C:42]1[CH:43]=[CH:44][C:45]([OH:48])=[CH:46][CH:47]=1.CCOC(/N=N/C(OCC)=O)=O, predict the reaction product. The product is: [F:13][C:4]1[CH:3]=[C:2]([CH2:16][CH2:17][O:48][C:45]2[CH:44]=[CH:43][C:42]([C:41]([F:49])([F:50])[F:40])=[CH:47][CH:46]=2)[CH:7]=[CH:6][C:5]=1[CH:8]1[O:12][CH2:11][CH2:10][O:9]1. (6) Given the reactants [NH2:1][C:2]1[S:6][C:5]2[CH2:7][C@H:8]3[N:12]([CH3:13])[C@@H:11]([C:4]=2[C:3]=1[C:14]#[N:15])[CH2:10][CH2:9]3.S(=O)(=O)(O)[OH:17], predict the reaction product. The product is: [NH2:1][C:2]1[S:6][C:5]2[CH2:7][C@H:8]3[N:12]([CH3:13])[C@@H:11]([C:4]=2[C:3]=1[C:14]([NH2:15])=[O:17])[CH2:10][CH2:9]3. (7) Given the reactants [NH:1]1[C:5]([C:6]2[CH:11]=[CH:10][CH:9]=[CH:8][C:7]=2B(O)O)=[N:4][N:3]=[N:2]1.Br[C:16]1[CH:28]=[CH:27][C:19]([N:20]([CH:22]2[CH2:26][CH2:25][CH2:24][CH2:23]2)[CH3:21])=[C:18]([N+:29]([O-:31])=[O:30])[CH:17]=1.C(=O)([O-])[O-].[K+].[K+], predict the reaction product. The product is: [CH:22]1([N:20]([CH3:21])[C:19]2[CH:27]=[CH:28][C:16]([C:7]3[CH:8]=[CH:9][CH:10]=[CH:11][C:6]=3[C:5]3[NH:4][N:3]=[N:2][N:1]=3)=[CH:17][C:18]=2[N+:29]([O-:31])=[O:30])[CH2:23][CH2:24][CH2:25][CH2:26]1.